From a dataset of Reaction yield outcomes from USPTO patents with 853,638 reactions. Predict the reaction yield, written as a fraction of the theoretical maximum amount of product (1.0 means a 100% yield; for example, 0.34 means a 34% yield). (1) The reactants are C[Al](C)C.[CH3:5][C:6]1[CH:15]=[CH:14][C:13]2[C:8](=[CH:9][CH:10]=[CH:11][C:12]=2[N:16]2[CH2:21][CH2:20][N:19]([CH2:22][CH2:23][C:24]3[CH:25]=[C:26]([CH:28]=[CH:29][CH:30]=3)[NH2:27])[CH2:18][CH2:17]2)[N:7]=1.[C:31]1([C:40]2[C:35](=[CH:36][CH:37]=[CH:38][CH:39]=2)[CH2:34]O1)=[O:32].C(N(CC)C(C)C)(C)C.CS(Cl)(=O)=O. The catalyst is ClCCl. The product is [CH3:5][C:6]1[CH:15]=[CH:14][C:13]2[C:8](=[CH:9][CH:10]=[CH:11][C:12]=2[N:16]2[CH2:17][CH2:18][N:19]([CH2:22][CH2:23][C:24]3[CH:25]=[C:26]([N:27]4[CH2:34][C:35]5[C:40](=[CH:39][CH:38]=[CH:37][CH:36]=5)[C:31]4=[O:32])[CH:28]=[CH:29][CH:30]=3)[CH2:20][CH2:21]2)[N:7]=1. The yield is 0.450. (2) The reactants are [CH3:1][C:2]1[C:7]([CH3:8])=[CH:6][C:5]([NH:9][S:10]([C:13]2[CH:18]=[CH:17][CH:16]=[CH:15][CH:14]=2)(=[O:12])=[O:11])=[CH:4][C:3]=1[NH:19][C:20]([CH2:22][C:23]1[CH:30]=[CH:29][C:26]([C:27]#[N:28])=[CH:25][CH:24]=1)=[O:21].C(O)C.Cl.C(=O)([O-])[O-].[NH4+:39].[NH4+]. The catalyst is ClCCl.C(O)C. The product is [CH3:1][C:2]1[C:7]([CH3:8])=[CH:6][C:5]([NH:9][S:10]([C:13]2[CH:14]=[CH:15][CH:16]=[CH:17][CH:18]=2)(=[O:12])=[O:11])=[CH:4][C:3]=1[NH:19][C:20]([CH2:22][C:23]1[CH:24]=[CH:25][C:26]([C:27]([NH2:39])=[NH:28])=[CH:29][CH:30]=1)=[O:21]. The yield is 0.820. (3) The reactants are [CH3:1][O:2][C:3]([CH:5]([CH2:9][C:10]1[CH:15]=[CH:14][C:13]([O:16][CH2:17][CH2:18][O:19][C:20]2[CH:29]=[CH:28][C:27]3[C:22](=[CH:23][CH:24]=[CH:25][CH:26]=3)[CH:21]=2)=[CH:12][CH:11]=1)[C:6](O)=[O:7])=[O:4].S(Cl)(Cl)=O.[NH3:34]. The catalyst is C1C=CC=CC=1.C(OCC)(=O)C. The product is [C:6]([CH:5]([CH2:9][C:10]1[CH:15]=[CH:14][C:13]([O:16][CH2:17][CH2:18][O:19][C:20]2[CH:29]=[CH:28][C:27]3[C:22](=[CH:23][CH:24]=[CH:25][CH:26]=3)[CH:21]=2)=[CH:12][CH:11]=1)[C:3]([O:2][CH3:1])=[O:4])(=[O:7])[NH2:34]. The yield is 0.470. (4) The reactants are Cl[C:2]1[C:7]([CH3:8])=[C:6]([Cl:9])[N:5]=[CH:4][C:3]=1[C:10]([N:12]1[CH2:17][CH2:16][CH:15]([C:18]2[CH:23]=[CH:22][C:21]([F:24])=[CH:20][CH:19]=2)[CH2:14][CH2:13]1)=[O:11].[Br:25][C:26]1[CH:32]=[CH:31][C:29]([NH2:30])=[CH:28][CH:27]=1. No catalyst specified. The product is [Br:25][C:26]1[CH:32]=[CH:31][C:29]([NH:30][C:2]2[C:7]([CH3:8])=[C:6]([Cl:9])[N:5]=[CH:4][C:3]=2[C:10]([N:12]2[CH2:17][CH2:16][CH:15]([C:18]3[CH:23]=[CH:22][C:21]([F:24])=[CH:20][CH:19]=3)[CH2:14][CH2:13]2)=[O:11])=[CH:28][CH:27]=1. The yield is 0.980. (5) The reactants are [CH:1]1([CH2:4][N:5]2[C:9]3=[N:10][CH:11]=[C:12]([N+:14]([O-])=O)[CH:13]=[C:8]3[N:7]=[C:6]2[CH2:17][C:18]2[CH:23]=[CH:22][C:21]([O:24][CH2:25][CH3:26])=[CH:20][CH:19]=2)[CH2:3][CH2:2]1. The catalyst is CCOC(C)=O.C(O)(=O)C.[Pd]. The product is [CH:1]1([CH2:4][N:5]2[C:9]3=[N:10][CH:11]=[C:12]([NH2:14])[CH:13]=[C:8]3[N:7]=[C:6]2[CH2:17][C:18]2[CH:19]=[CH:20][C:21]([O:24][CH2:25][CH3:26])=[CH:22][CH:23]=2)[CH2:3][CH2:2]1. The yield is 0.950. (6) The reactants are CN([CH2:4][C:5]1[C:13]2[C:8](=[CH:9][CH:10]=[C:11]([O:14][CH3:15])[CH:12]=2)[NH:7][C:6]=1[C:16]([O:18][CH2:19][CH3:20])=[O:17])C.COS(OC)(=O)=O.[N+:28]([CH2:31][CH2:32][CH2:33][C:34]([O:36][CH3:37])=[O:35])([O-:30])=[O:29].C[O-].[Na+]. The catalyst is CO.O. The product is [CH3:15][O:14][C:11]1[CH:12]=[C:13]2[C:8](=[CH:9][CH:10]=1)[NH:7][C:6]([C:16]([O:18][CH2:19][CH3:20])=[O:17])=[C:5]2[CH2:4][CH:31]([N+:28]([O-:30])=[O:29])[CH2:32][CH2:33][C:34]([O:36][CH3:37])=[O:35]. The yield is 0.730.